From a dataset of CYP1A2 inhibition data for predicting drug metabolism from PubChem BioAssay. Regression/Classification. Given a drug SMILES string, predict its absorption, distribution, metabolism, or excretion properties. Task type varies by dataset: regression for continuous measurements (e.g., permeability, clearance, half-life) or binary classification for categorical outcomes (e.g., BBB penetration, CYP inhibition). Dataset: cyp1a2_veith. (1) The drug is CN/C(=C\[N+](=O)[O-])NCCSCc1csc(CN(C)C)n1. The result is 0 (non-inhibitor). (2) The drug is COc1ccc(NC(=O)c2cc3n(n2)C(C(F)(F)F)CC(c2ccc4c(c2)OCO4)N3)cc1OC. The result is 0 (non-inhibitor). (3) The molecule is CC(Oc1ccc(-c2ccccc2)c(F)c1)c1ccn(S(=O)(=O)c2ccc(Cl)cc2)n1. The result is 0 (non-inhibitor). (4) The molecule is CCOC(=O)c1cnc(-c2ccccc2)nc1Oc1ccccc1. The result is 1 (inhibitor). (5) The compound is CCc1ccc(OCC(=O)NCCN(C)C)c(Br)c1. The result is 1 (inhibitor).